This data is from Reaction yield outcomes from USPTO patents with 853,638 reactions. The task is: Predict the reaction yield, written as a fraction of the theoretical maximum amount of product (1.0 means a 100% yield; for example, 0.34 means a 34% yield). (1) The reactants are [CH2:1]([S:3](Cl)(=[O:5])=[O:4])[CH3:2].Cl.[NH2:8][C:9]1[CH:14]=[CH:13][C:12]([NH:15][C:16]([C:18]2[CH:23]=[C:22]([N+:24]([O-:26])=[O:25])[CH:21]=[CH:20][C:19]=2[Cl:27])=[O:17])=[CH:11][CH:10]=1.C(=O)(O)[O-].[Na+].O. The catalyst is N1C=CC=CC=1.C(OCC)(=O)C. The product is [CH2:1]([S:3]([NH:8][C:9]1[CH:10]=[CH:11][C:12]([NH:15][C:16]([C:18]2[CH:23]=[C:22]([N+:24]([O-:26])=[O:25])[CH:21]=[CH:20][C:19]=2[Cl:27])=[O:17])=[CH:13][CH:14]=1)(=[O:5])=[O:4])[CH3:2]. The yield is 0.660. (2) The reactants are [CH3:1][O:2][C:3]1[CH:21]=[CH:20][CH:19]=[CH:18][C:4]=1[CH2:5][C:6]1[N:10]([C:11]2[N:16]=[CH:15][C:14]([NH2:17])=[CH:13][CH:12]=2)[N:9]=[N:8][N:7]=1.FC(F)(F)S(O[C:28]1[CH:37]=[CH:36][C:35]2[C:30](=[CH:31][CH:32]=[CH:33][CH:34]=2)[C:29]=1[N+:38]([O-:40])=[O:39])(=O)=O.C1(P(C2C=CC=CC=2)C2C=CC=CC=2)C=CC=CC=1.C(=O)([O-])[O-].[K+].[K+]. The catalyst is C1C=CC([P]([Pd]([P](C2C=CC=CC=2)(C2C=CC=CC=2)C2C=CC=CC=2)([P](C2C=CC=CC=2)(C2C=CC=CC=2)C2C=CC=CC=2)[P](C2C=CC=CC=2)(C2C=CC=CC=2)C2C=CC=CC=2)(C2C=CC=CC=2)C2C=CC=CC=2)=CC=1.CCCCCC.O.O1CCCC1. The product is [CH3:1][O:2][C:3]1[CH:21]=[CH:20][CH:19]=[CH:18][C:4]=1[CH2:5][C:6]1[N:10]([C:11]2[N:16]=[CH:15][C:14]([NH:17][C:28]3[CH:37]=[CH:36][C:35]4[C:30](=[CH:31][CH:32]=[CH:33][CH:34]=4)[C:29]=3[N+:38]([O-:40])=[O:39])=[CH:13][CH:12]=2)[N:9]=[N:8][N:7]=1. The yield is 0.850. (3) The reactants are [F:1][C:2]1[CH:3]=[C:4]([C:8](=[O:10])[CH3:9])[CH:5]=[CH:6][CH:7]=1.[CH3:11][NH:12][CH3:13].Cl.[CH2:15](O)C. No catalyst specified. The product is [CH3:11][N:12]([CH3:15])[CH2:13][CH2:9][C:8]([C:4]1[CH:5]=[CH:6][CH:7]=[C:2]([F:1])[CH:3]=1)=[O:10]. The yield is 0.880. (4) The reactants are [OH:1][CH2:2][NH:3][C:4](=[O:6])[CH3:5].[S:7]1[CH:11]=[CH:10][CH:9]=[C:8]1[CH2:12][C:13](O)=[O:14]. No catalyst specified. The product is [S:7]1[CH:11]=[CH:10][CH:9]=[C:8]1[CH2:12][C:13]([O:1][CH2:2][NH:3][C:4](=[O:6])[CH3:5])=[O:14]. The yield is 0.640.